This data is from Catalyst prediction with 721,799 reactions and 888 catalyst types from USPTO. The task is: Predict which catalyst facilitates the given reaction. The catalyst class is: 3. Product: [Cl:1][C:2]1[N:7]=[C:6]([NH:8][C:18](=[O:19])[CH2:17][CH:14]2[CH2:15][CH2:16][O:11][CH2:12][CH2:13]2)[CH:5]=[CH:4][N:3]=1. Reactant: [Cl:1][C:2]1[N:7]=[C:6]([NH2:8])[CH:5]=[CH:4][N:3]=1.[H-].[Na+].[O:11]1[CH2:16][CH2:15][CH:14]([CH2:17][C:18](Cl)=[O:19])[CH2:13][CH2:12]1.